Dataset: Forward reaction prediction with 1.9M reactions from USPTO patents (1976-2016). Task: Predict the product of the given reaction. (1) Given the reactants [NH2:1][C:2]1[CH:7]=[CH:6][C:5]([CH:8]([CH3:25])[C:9]([NH:11][C:12]2[CH:17]=[CH:16][C:15]([C:18]3[CH:23]=[CH:22][N:21]=[C:20]([CH3:24])[CH:19]=3)=[CH:14][CH:13]=2)=[O:10])=[CH:4][CH:3]=1.[CH:26](=O)[CH2:27][CH2:28][CH2:29][CH:30]=O.C(Cl)CCl.C(O[BH-](OC(=O)C)OC(=O)C)(=O)C.[Na+], predict the reaction product. The product is: [CH3:24][C:20]1[CH:19]=[C:18]([C:15]2[CH:16]=[CH:17][C:12]([NH:11][C:9](=[O:10])[CH:8]([C:5]3[CH:4]=[CH:3][C:2]([N:1]4[CH2:30][CH2:29][CH2:28][CH2:27][CH2:26]4)=[CH:7][CH:6]=3)[CH3:25])=[CH:13][CH:14]=2)[CH:23]=[CH:22][N:21]=1. (2) Given the reactants [C:1]([O:9]CC)(=O)[C:2]1[CH:7]=[CH:6][CH:5]=[N:4][CH:3]=1.[CH3:12][N:13]1[CH2:17][CH2:16][CH2:15][C:14]1=[O:18].[H-].[Na+].Cl, predict the reaction product. The product is: [CH3:12][N:13]1[CH2:17][CH2:16][CH:15]([C:1](=[O:9])[C:2]2[CH:7]=[CH:6][CH:5]=[N:4][CH:3]=2)[C:14]1=[O:18].